Dataset: Full USPTO retrosynthesis dataset with 1.9M reactions from patents (1976-2016). Task: Predict the reactants needed to synthesize the given product. (1) Given the product [CH:1]1([N:6]2[CH2:12][C:11]([CH3:13])([CH3:14])[C:10](=[O:15])[N:9]([CH3:16])[C:8]3[CH:17]=[N:18][C:19]([NH:21][C:22]4[CH:30]=[CH:29][C:25]([C:26]([NH:66][CH:67]5[CH:72]6[CH2:73][CH2:74][N:69]([CH2:70][CH2:71]6)[CH2:68]5)=[O:27])=[CH:24][C:23]=4[O:31][CH3:32])=[N:20][C:7]2=3)[CH2:5][CH2:4][CH2:3][CH2:2]1, predict the reactants needed to synthesize it. The reactants are: [CH:1]1([N:6]2[CH2:12][C:11]([CH3:14])([CH3:13])[C:10](=[O:15])[N:9]([CH3:16])[C:8]3[CH:17]=[N:18][C:19]([NH:21][C:22]4[CH:30]=[CH:29][C:25]([C:26](O)=[O:27])=[CH:24][C:23]=4[O:31][CH3:32])=[N:20][C:7]2=3)[CH2:5][CH2:4][CH2:3][CH2:2]1.CCN(C(C)C)C(C)C.CN(C(ON1N=NC2C=CC=CC1=2)=[N+](C)C)C.[B-](F)(F)(F)F.Cl.Cl.[NH2:66][CH:67]1[CH:72]2[CH2:73][CH2:74][N:69]([CH2:70][CH2:71]2)[CH2:68]1. (2) Given the product [CH3:12][C:7]1([CH3:13])[O:6][C:5]2[CH:4]=[CH:3][C:2]([C:20]3[CH:19]=[CH:18][CH:17]=[C:16]([C:15]([F:26])([F:25])[F:14])[CH:21]=3)=[N:11][C:10]=2[NH:9][CH2:8]1, predict the reactants needed to synthesize it. The reactants are: Br[C:2]1[CH:3]=[CH:4][C:5]2[O:6][C:7]([CH3:13])([CH3:12])[CH2:8][NH:9][C:10]=2[N:11]=1.[F:14][C:15]([F:26])([F:25])[C:16]1[CH:17]=[C:18](B(O)O)[CH:19]=[CH:20][CH:21]=1.C(=O)([O-])[O-].[Cs+].[Cs+]. (3) Given the product [C:14]([O:13][C:11]([N:8]1[CH2:9][CH2:10][C:5]([CH:18]=[O:19])([CH2:4][CH2:3][O:2][CH3:1])[CH2:6][CH2:7]1)=[O:12])([CH3:17])([CH3:16])[CH3:15], predict the reactants needed to synthesize it. The reactants are: [CH3:1][O:2][CH2:3][CH2:4][C:5]1([C:18]([O-])=[O:19])[CH2:10][CH2:9][N:8]([C:11]([O:13][C:14]([CH3:17])([CH3:16])[CH3:15])=[O:12])[CH2:7][CH2:6]1.[H-].C([Al+]CC(C)C)C(C)C.C(O)(C)C.Cl. (4) Given the product [CH3:1][O:2][C:3]1[CH:43]=[CH:42][C:6]([CH2:7][N:8]2[C:12]3=[N:13][CH:14]=[CH:15][C:16]([O:17][C:18]4[CH:23]=[CH:22][C:21]([N:24]([C:33]5[CH:38]=[CH:37][C:36]([F:39])=[CH:35][CH:34]=5)[C:25]([C:27]5([C:30]([NH2:32])=[O:31])[CH2:29][CH2:28]5)=[O:26])=[CH:20][C:19]=4[F:40])=[C:11]3[C:10]([C:53]#[C:52][CH2:51][N:48]3[CH2:49][CH2:50][N:45]([CH3:44])[CH2:46][CH2:47]3)=[N:9]2)=[CH:5][CH:4]=1, predict the reactants needed to synthesize it. The reactants are: [CH3:1][O:2][C:3]1[CH:43]=[CH:42][C:6]([CH2:7][N:8]2[C:12]3=[N:13][CH:14]=[CH:15][C:16]([O:17][C:18]4[CH:23]=[CH:22][C:21]([N:24]([C:33]5[CH:38]=[CH:37][C:36]([F:39])=[CH:35][CH:34]=5)[C:25]([C:27]5([C:30]([NH2:32])=[O:31])[CH2:29][CH2:28]5)=[O:26])=[CH:20][C:19]=4[F:40])=[C:11]3[C:10](I)=[N:9]2)=[CH:5][CH:4]=1.[CH3:44][N:45]1[CH2:50][CH2:49][N:48]([CH2:51][C:52]#[CH:53])[CH2:47][CH2:46]1.C(N(CC)CC)C. (5) Given the product [F:34][C:2]([F:1])([F:35])[C:3]([C:5]1[CH:6]=[C:7]2[C:11](=[CH:12][CH:13]=1)[N:10]([C:14]1[CH:15]=[CH:16][C:17]([F:20])=[CH:18][CH:19]=1)[N:9]=[CH:8]2)([C:21]1[C:29]2[C:24](=[CH:25][CH:26]=[CH:27][CH:28]=2)[N:23]([CH2:30][CH2:31][CH2:32][N:40]2[CH2:45][CH2:44][CH:43]([CH2:46][OH:47])[CH2:42][CH2:41]2)[CH:22]=1)[OH:4], predict the reactants needed to synthesize it. The reactants are: [F:1][C:2]([F:35])([F:34])[C:3]([C:21]1[C:29]2[C:24](=[CH:25][CH:26]=[CH:27][CH:28]=2)[N:23]([CH2:30][CH2:31][CH:32]=O)[CH:22]=1)([C:5]1[CH:6]=[C:7]2[C:11](=[CH:12][CH:13]=1)[N:10]([C:14]1[CH:19]=[CH:18][C:17]([F:20])=[CH:16][CH:15]=1)[N:9]=[CH:8]2)[OH:4].C(O)(=O)C.[NH:40]1[CH2:45][CH2:44][CH:43]([CH2:46][OH:47])[CH2:42][CH2:41]1.C(O[BH-](OC(=O)C)OC(=O)C)(=O)C.[Na+]. (6) Given the product [CH2:1]([C:8]1([OH:7])[CH2:9][CH2:10][N:11]([C:14]([O:16][C:17]([CH3:19])([CH3:18])[CH3:20])=[O:15])[CH2:12][CH2:13]1)[CH2:2][CH2:3][CH3:4], predict the reactants needed to synthesize it. The reactants are: [CH2:1]([Mg]Cl)[CH2:2][CH2:3][CH3:4].[O:7]=[C:8]1[CH2:13][CH2:12][N:11]([C:14]([O:16][C:17]([CH3:20])([CH3:19])[CH3:18])=[O:15])[CH2:10][CH2:9]1.O.Cl. (7) The reactants are: [H-].C([Al+]CC(C)C)C(C)C.[F:11][C:12]1[CH:17]=[CH:16][C:15]([C:18]2[S:22][N:21]=[N:20][C:19]=2[C:23](OC)=[O:24])=[CH:14][CH:13]=1.Cl. Given the product [F:11][C:12]1[CH:13]=[CH:14][C:15]([C:18]2[S:22][N:21]=[N:20][C:19]=2[CH2:23][OH:24])=[CH:16][CH:17]=1, predict the reactants needed to synthesize it.